This data is from Forward reaction prediction with 1.9M reactions from USPTO patents (1976-2016). The task is: Predict the product of the given reaction. (1) Given the reactants [BH4-].[Na+].[F:3][C:4]1[CH:9]=[CH:8][CH:7]=[CH:6][C:5]=1[CH2:10][CH2:11][CH:12]([CH3:26])[CH2:13][CH:14]([N:21]1[CH:25]=[N:24][CH:23]=[N:22]1)[C:15](=[O:20])[C:16]([CH3:19])([CH3:18])[CH3:17].[NH4+].[Cl-], predict the reaction product. The product is: [F:3][C:4]1[CH:9]=[CH:8][CH:7]=[CH:6][C:5]=1[CH2:10][CH2:11][CH:12]([CH3:26])[CH2:13][CH:14]([N:21]1[CH:25]=[N:24][CH:23]=[N:22]1)[CH:15]([OH:20])[C:16]([CH3:18])([CH3:19])[CH3:17]. (2) Given the reactants Br[C:2]1[S:3][CH:4]=[C:5]([Br:7])[N:6]=1.[NH:8]1[CH2:13][CH2:12][NH:11][CH2:10][CH2:9]1, predict the reaction product. The product is: [Br:7][C:5]1[N:6]=[C:2]([N:8]2[CH2:13][CH2:12][NH:11][CH2:10][CH2:9]2)[S:3][CH:4]=1. (3) Given the reactants Cl[C:2]1[N:7]=[C:6]([C:8]2[N:13]=[CH:12][N:11]=[C:10]([NH:14][CH:15]3[CH2:20][CH2:19][O:18][CH2:17][CH2:16]3)[N:9]=2)[CH:5]=[CH:4][N:3]=1.[Cl:21][C:22]1[CH:28]=[CH:27][CH:26]=[C:25]([CH3:29])[C:23]=1[NH2:24].C(=O)([O-])[O-].[Cs+].[Cs+], predict the reaction product. The product is: [Cl:21][C:22]1[CH:28]=[CH:27][CH:26]=[C:25]([CH3:29])[C:23]=1[NH:24][C:2]1[N:7]=[C:6]([C:8]2[N:13]=[CH:12][N:11]=[C:10]([NH:14][CH:15]3[CH2:20][CH2:19][O:18][CH2:17][CH2:16]3)[N:9]=2)[CH:5]=[CH:4][N:3]=1. (4) Given the reactants Cl.Cl.[NH:3]1[C:7]2[CH:8]=[CH:9][CH:10]=[CH:11][C:6]=2[N:5]=[C:4]1[C@H:12]([NH2:22])[CH2:13][C:14]1[CH:19]=[CH:18][C:17]([O:20][CH3:21])=[CH:16][CH:15]=1.Cl.[NH2:24][C@H:25]1[CH2:30][CH2:29][CH2:28][CH2:27][C@@H:26]1[CH2:31][OH:32].[C:33](O)(C(F)(F)F)=[O:34], predict the reaction product. The product is: [NH:3]1[C:7]2[CH:8]=[CH:9][CH:10]=[CH:11][C:6]=2[N:5]=[C:4]1[C@H:12]([NH:22][C:33]([NH:24][C@H:25]1[CH2:30][CH2:29][CH2:28][CH2:27][C@@H:26]1[CH2:31][OH:32])=[O:34])[CH2:13][C:14]1[CH:19]=[CH:18][C:17]([O:20][CH3:21])=[CH:16][CH:15]=1.